This data is from Full USPTO retrosynthesis dataset with 1.9M reactions from patents (1976-2016). The task is: Predict the reactants needed to synthesize the given product. (1) Given the product [CH3:1][C:2]1[C:6]2[C:7]([O:12][C:13]3[CH:18]=[CH:17][C:16]([NH2:19])=[CH:15][CH:14]=3)=[CH:8][C:9]([CH3:11])=[CH:10][C:5]=2[O:4][N:3]=1, predict the reactants needed to synthesize it. The reactants are: [CH3:1][C:2]1[C:6]2[C:7]([O:12][C:13]3[CH:18]=[CH:17][C:16]([N+:19]([O-])=O)=[CH:15][CH:14]=3)=[CH:8][C:9]([CH3:11])=[CH:10][C:5]=2[O:4][N:3]=1.O.O.[Sn](Cl)(Cl)(Cl)Cl. (2) Given the product [CH2:1]([NH:8][C:16](=[O:50])[CH:17]([C:24]1[CH:25]=[CH:26][C:27]([CH2:30][N:31]2[C:39]3[C:34](=[CH:35][CH:36]=[CH:37][CH:38]=3)[C:33]3[C:40]([CH3:49])=[C:41]([CH2:45][CH2:46][C:47]#[N:48])[C:42]([CH3:44])=[N:43][C:32]2=3)=[CH:28][CH:29]=1)[CH:18]1[CH2:23][CH2:22][O:21][CH2:20][CH2:19]1)[C:2]1[CH:7]=[CH:6][CH:5]=[CH:4][CH:3]=1, predict the reactants needed to synthesize it. The reactants are: [CH2:1]([N:8]([C:16](=[O:50])[CH:17]([C:24]1[CH:29]=[CH:28][C:27]([CH2:30][N:31]2[C:39]3[C:34](=[CH:35][CH:36]=[CH:37][CH:38]=3)[C:33]3[C:40]([CH3:49])=[C:41]([CH2:45][CH2:46][C:47]#[N:48])[C:42]([CH3:44])=[N:43][C:32]2=3)=[CH:26][CH:25]=1)[CH:18]1[CH2:23][CH2:22][O:21][CH2:20][CH2:19]1)C(=O)OC(C)(C)C)[C:2]1[CH:7]=[CH:6][CH:5]=[CH:4][CH:3]=1.FC(F)(F)C(O)=O.